Dataset: Full USPTO retrosynthesis dataset with 1.9M reactions from patents (1976-2016). Task: Predict the reactants needed to synthesize the given product. (1) Given the product [CH3:1][N:2]([CH3:47])[CH2:3][C:4]([N:6]1[C:14]2[C:9](=[CH:10][C:11]([O:45][CH3:46])=[C:12]([NH:15][C:16]3[N:29]=[C:20]([NH:21][C:22]4[CH:23]=[CH:24][CH:25]=[C:26]([F:31])[C:27]=4[C:28]([NH:51][CH2:50][CH:49]([CH3:52])[CH3:48])=[O:30])[C:19]4[CH:32]=[CH:33][N:34]([S:35]([C:38]5[CH:43]=[CH:42][C:41]([CH3:44])=[CH:40][CH:39]=5)(=[O:37])=[O:36])[C:18]=4[N:17]=3)[CH:13]=2)[CH2:8][CH2:7]1)=[O:5], predict the reactants needed to synthesize it. The reactants are: [CH3:1][N:2]([CH3:47])[CH2:3][C:4]([N:6]1[C:14]2[C:9](=[CH:10][C:11]([O:45][CH3:46])=[C:12]([NH:15][C:16]3[N:29]4[C:20](=[N:21][C:22]5[C:27]([C:28]4=[O:30])=[C:26]([F:31])[CH:25]=[CH:24][CH:23]=5)[C:19]4[CH:32]=[CH:33][N:34]([S:35]([C:38]5[CH:43]=[CH:42][C:41]([CH3:44])=[CH:40][CH:39]=5)(=[O:37])=[O:36])[C:18]=4[N:17]=3)[CH:13]=2)[CH2:8][CH2:7]1)=[O:5].[CH3:48][CH:49]([CH3:52])[CH2:50][NH2:51]. (2) Given the product [CH2:1]([O:8][C:9]1[CH:10]=[C:11]2[C:16](=[CH:17][CH:18]=1)[N:15]=[C:14]([NH2:32])[C:13]1[N:20]=[C:21]3[CH2:26][O:25][CH2:24][C@@H:23]([CH3:27])[N:22]3[C:12]2=1)[C:2]1[CH:7]=[CH:6][CH:5]=[CH:4][CH:3]=1, predict the reactants needed to synthesize it. The reactants are: [CH2:1]([O:8][C:9]1[CH:10]=[C:11]2[C:16](=[CH:17][CH:18]=1)[N+:15]([O-])=[CH:14][C:13]1[N:20]=[C:21]3[CH2:26][O:25][CH2:24][C@H:23]([CH3:27])[N:22]3[C:12]2=1)[C:2]1[CH:7]=[CH:6][CH:5]=[CH:4][CH:3]=1.ClC(Cl)(Cl)C([N:32]=C=O)=O.C(Cl)(Cl)Cl. (3) Given the product [C:1]12([C:11]3[CH:21]=[CH:20][C:14]([O:15][CH2:16][C:17]([N:25]4[CH2:26][CH2:27][N:22]([C:28]([O:30][C:31]([CH3:34])([CH3:33])[CH3:32])=[O:29])[CH2:23][CH2:24]4)=[O:18])=[CH:13][CH:12]=3)[CH2:2][CH:3]3[CH2:9][CH:7]([CH2:6][CH:5]([CH2:4]3)[CH2:10]1)[CH2:8]2, predict the reactants needed to synthesize it. The reactants are: [C:1]12([C:11]3[CH:21]=[CH:20][C:14]([O:15][CH2:16][C:17](O)=[O:18])=[CH:13][CH:12]=3)[CH2:10][CH:5]3[CH2:6][CH:7]([CH2:9][CH:3]([CH2:4]3)[CH2:2]1)[CH2:8]2.[N:22]1([C:28]([O:30][C:31]([CH3:34])([CH3:33])[CH3:32])=[O:29])[CH2:27][CH2:26][NH:25][CH2:24][CH2:23]1. (4) Given the product [CH2:1]([N:3]([CH2:19][CH3:20])[CH2:4][CH2:5][N:6]1[CH2:11][CH2:10][C:9]2[NH:12][C:13]([CH:16]=[C:28]3[C:27]4[C:31](=[CH:32][CH:33]=[C:25]([NH:21][C:22](=[O:23])[CH3:24])[CH:26]=4)[NH:30][C:29]3=[O:34])=[C:14]([CH3:15])[C:8]=2[C:7]1=[O:18])[CH3:2], predict the reactants needed to synthesize it. The reactants are: [CH2:1]([N:3]([CH2:19][CH3:20])[CH2:4][CH2:5][N:6]1[CH2:11][CH2:10][C:9]2[NH:12][C:13]([CH:16]=O)=[C:14]([CH3:15])[C:8]=2[C:7]1=[O:18])[CH3:2].[NH:21]([C:25]1[CH:26]=[C:27]2[C:31](=[CH:32][CH:33]=1)[NH:30][C:29](=[O:34])[CH2:28]2)[C:22]([CH3:24])=[O:23]. (5) The reactants are: [NH2:1][C:2]1[CH:3]=[C:4]([CH:9]([CH3:15])[C:10]([O:12][CH2:13][CH3:14])=[O:11])[CH:5]=[CH:6][C:7]=1[OH:8].[Cl:16][CH2:17][C:18](Cl)=[O:19].O. Given the product [Cl:16][CH2:17][C:18]([NH:1][C:2]1[CH:3]=[C:4]([CH:9]([CH3:15])[C:10]([O:12][CH2:13][CH3:14])=[O:11])[CH:5]=[CH:6][C:7]=1[OH:8])=[O:19], predict the reactants needed to synthesize it. (6) Given the product [CH3:1][O:2][C:3]([C:5]1[N:6]([N:11]=[CH:22][C:21]2[CH:24]=[CH:25][C:18]([C:12]3[CH:13]=[CH:14][CH:15]=[CH:16][CH:17]=3)=[CH:19][CH:20]=2)[CH:7]=[C:8]([Cl:10])[CH:9]=1)=[O:4], predict the reactants needed to synthesize it. The reactants are: [CH3:1][O:2][C:3]([C:5]1[N:6]([NH2:11])[CH:7]=[C:8]([Cl:10])[CH:9]=1)=[O:4].[C:12]1([C:18]2[CH:25]=[CH:24][C:21]([CH:22]=O)=[CH:20][CH:19]=2)[CH:17]=[CH:16][CH:15]=[CH:14][CH:13]=1.